Dataset: Catalyst prediction with 721,799 reactions and 888 catalyst types from USPTO. Task: Predict which catalyst facilitates the given reaction. (1) Reactant: [Cl:1][C:2]1[N:7]=[C:6]2[NH:8][N:9]=[CH:10][C:5]2=[CH:4][CH:3]=1.C(N(CC)C(C)C)(C)C.[CH3:20][Si:21]([CH3:28])([CH3:27])[CH2:22][CH2:23][O:24][CH2:25]Cl. Product: [Cl:1][C:2]1[N:7]=[C:6]2[N:8]([CH2:25][O:24][CH2:23][CH2:22][Si:21]([CH3:28])([CH3:27])[CH3:20])[N:9]=[CH:10][C:5]2=[CH:4][CH:3]=1.[Cl:1][C:2]1[CH:3]=[CH:4][C:5]2[C:6](=[N:8][N:9]([CH2:25][O:24][CH2:23][CH2:22][Si:21]([CH3:28])([CH3:27])[CH3:20])[CH:10]=2)[N:7]=1. The catalyst class is: 781. (2) Reactant: [CH3:1][O:2][C:3](=[O:12])[C:4]1[CH:9]=[C:8](F)[CH:7]=[CH:6][C:5]=1[Cl:11].Cl.[CH3:14][NH:15][CH3:16].C(=O)([O-])[O-].[K+].[K+]. Product: [CH3:1][O:2][C:3](=[O:12])[C:4]1[CH:9]=[C:8]([N:15]([CH3:16])[CH3:14])[CH:7]=[CH:6][C:5]=1[Cl:11]. The catalyst class is: 16. (3) Reactant: [CH2:1]([S:3]([NH:6][C:7]1[S:8][CH:9]=[C:10]([CH2:12][CH2:13][C:14]2[CH:19]=[CH:18][C:17]([CH2:20][C:21]([OH:23])=O)=[CH:16][CH:15]=2)[N:11]=1)(=[O:5])=[O:4])[CH3:2].C(N1C=CN=C1)(N1C=CN=C1)=O.[C:36]([O:40][C:41]([CH3:44])([CH3:43])[CH3:42])(=[O:39])[NH:37][NH2:38].O. Product: [CH2:1]([S:3]([NH:6][C:7]1[S:8][CH:9]=[C:10]([CH2:12][CH2:13][C:14]2[CH:15]=[CH:16][C:17]([CH2:20][C:21]([NH:38][NH:37][C:36]([O:40][C:41]([CH3:44])([CH3:43])[CH3:42])=[O:39])=[O:23])=[CH:18][CH:19]=2)[N:11]=1)(=[O:4])=[O:5])[CH3:2]. The catalyst class is: 7. (4) Reactant: [O:1]1[C:5]2[CH:6]=[CH:7][C:8]([C:10]3[N:14]([C:15]4[CH:20]=[CH:19][C:18]([C:21]#[N:22])=[CH:17][C:16]=4[CH3:23])[C:13]([CH2:24][CH2:25][C:26]([O:28]CC)=[O:27])=[CH:12][CH:11]=3)=[CH:9][C:4]=2[O:3][CH2:2]1.C(=O)([O-])[O-:32].[K+].[K+].OO.O. Product: [O:1]1[C:5]2[CH:6]=[CH:7][C:8]([C:10]3[N:14]([C:15]4[CH:20]=[CH:19][C:18]([C:21](=[O:32])[NH2:22])=[CH:17][C:16]=4[CH3:23])[C:13]([CH2:24][CH2:25][C:26]([OH:28])=[O:27])=[CH:12][CH:11]=3)=[CH:9][C:4]=2[O:3][CH2:2]1. The catalyst class is: 16. (5) Reactant: [CH3:1][Mg]Br.[CH:4]([C:6]1[C:14]2[C:9](=[CH:10][C:11]([C:15]([O:17][CH3:18])=[O:16])=[CH:12][CH:13]=2)[NH:8][N:7]=1)=[O:5]. Product: [OH:5][CH:4]([C:6]1[C:14]2[C:9](=[CH:10][C:11]([C:15]([O:17][CH3:18])=[O:16])=[CH:12][CH:13]=2)[NH:8][N:7]=1)[CH3:1]. The catalyst class is: 1. (6) Reactant: [CH3:1][C:2]1([CH3:9])[CH2:7][C:6](=[O:8])[CH:5]=[CH:4][CH2:3]1.[OH:10]O.[OH-].[Na+]. Product: [CH3:1][C:2]1([CH3:9])[CH2:7][CH:6]2[CH:5]([O:8]2)[C:4](=[O:10])[CH2:3]1. The catalyst class is: 5.